This data is from Drug-target binding data from BindingDB using IC50 measurements. The task is: Regression. Given a target protein amino acid sequence and a drug SMILES string, predict the binding affinity score between them. We predict pIC50 (pIC50 = -log10(IC50 in M); higher means more potent). Dataset: bindingdb_ic50. The compound is O=C(CSc1nc2ccccc2[nH]1)NCc1nc2ccccc2s1. The target protein sequence is MKTRITELLKIDYPIFQGGMAWVADGDLAGAVSKAGGLGIIGGGNAPKEVVKANIDKIKSLTDKPFGVNIMLLSPFVEDIVDLVIEEGVKVVTTGAGNPSKYMERFHEAGIIVIPVVPSVALAKRMEKIGADAVIAEGMEAGGHIGKLTTMTLVRQVATAISIPVIAAGGIADGEGAAAGFMLGAEAVQVGTRFVVAKESNAHPNYKEKILKARDIDTTISAQHFGHAVRAIKNQLTRDFELAEKDAFKQEDPDLEIFEQMGAGALAKAVVHGDVDGGSVMAGQIAGLVSKEETAEEILKDLYYGAAKKIQEEASRWTGVVRND. The pIC50 is 4.5.